This data is from Catalyst prediction with 721,799 reactions and 888 catalyst types from USPTO. The task is: Predict which catalyst facilitates the given reaction. (1) Product: [Br:19][CH:7]([C:1]1[CH:6]=[CH:5][CH:4]=[CH:3][CH:2]=1)[C:8]1[CH:13]=[CH:12][CH:11]=[CH:10][N:9]=1. Reactant: [C:1]1([CH:7](CS([O-])(=O)=O)[C:8]2[CH:13]=[CH:12][CH:11]=[CH:10][N:9]=2)[CH:6]=[CH:5][CH:4]=[CH:3][CH:2]=1.[Br:19][Li].O. The catalyst class is: 3. (2) Reactant: C([O:8][C:9]1[C:18](=[O:19])[N:17]2[C:12]([C:13]([CH3:21])([CH3:20])[O:14][CH2:15][CH2:16]2)=[N:11][C:10]=1[C:22]([NH:24][CH2:25][C:26](=O)[CH2:27][C:28]1[CH:33]=[CH:32][C:31]([F:34])=[CH:30][CH:29]=1)=[O:23])C1C=CC=CC=1.O=P(Cl)(Cl)Cl. Product: [F:34][C:31]1[CH:32]=[CH:33][C:28]([CH2:27][C:26]2[O:23][C:22]([C:10]3[N:11]=[C:12]4[N:17]([C:18](=[O:19])[C:9]=3[OH:8])[CH2:16][CH2:15][O:14][C:13]4([CH3:21])[CH3:20])=[N:24][CH:25]=2)=[CH:29][CH:30]=1. The catalyst class is: 11.